Dataset: Forward reaction prediction with 1.9M reactions from USPTO patents (1976-2016). Task: Predict the product of the given reaction. (1) Given the reactants Cl.[F:2][C:3]([F:35])([F:34])[C:4]1[CH:5]=[C:6]([C@H:14]([O:16][C@H:17]2[CH2:22][CH2:21][N:20]([C:23](=[O:27])[CH2:24][CH2:25][NH2:26])[CH2:19][C@H:18]2[C:28]2[CH:33]=[CH:32][CH:31]=[CH:30][CH:29]=2)[CH3:15])[CH:7]=[C:8]([C:10]([F:13])([F:12])[F:11])[CH:9]=1.[CH3:36][S:37](Cl)(=[O:39])=[O:38], predict the reaction product. The product is: [F:35][C:3]([F:2])([F:34])[C:4]1[CH:5]=[C:6]([C@H:14]([O:16][C@H:17]2[CH2:22][CH2:21][N:20]([C:23](=[O:27])[CH2:24][CH2:25][NH:26][S:37]([CH3:36])(=[O:39])=[O:38])[CH2:19][C@H:18]2[C:28]2[CH:29]=[CH:30][CH:31]=[CH:32][CH:33]=2)[CH3:15])[CH:7]=[C:8]([C:10]([F:11])([F:12])[F:13])[CH:9]=1. (2) Given the reactants [OH:1][C:2]1[C:7]([NH:8][C:9]2[C:10](=O)[C:11](=[O:15])[C:12]=2[O:13]C)=[CH:6][N:5]=[CH:4][N:3]=1.[CH3:17][C:18]1[O:22][C:21]([CH:23]([NH2:29])[C:24]2([CH3:28])[CH2:27][O:26][CH2:25]2)=[CH:20][CH:19]=1, predict the reaction product. The product is: [OH:1][C:2]1[C:7]([NH:8][C:9]2[C:12](=[O:13])[C:11](=[O:15])[C:10]=2[NH:29][CH:23]([C:21]2[O:22][C:18]([CH3:17])=[CH:19][CH:20]=2)[C:24]2([CH3:28])[CH2:25][O:26][CH2:27]2)=[CH:6][N:5]=[CH:4][N:3]=1. (3) Given the reactants Br[C:2]1[CH:11]=[CH:10][CH:9]=[C:8]2[C:3]=1[CH2:4][CH2:5][N:6]([C:28]([C:30]1[N:31]=[N:32][N:33]([C:35]3[CH:40]=[CH:39][CH:38]=[C:37]([Cl:41])[C:36]=3[F:42])[CH:34]=1)=[O:29])[CH:7]2[C:12]([NH:14][C:15]1[CH:27]=[CH:26][C:18]([C:19]([O:21]C(C)(C)C)=[O:20])=[CH:17][CH:16]=1)=[O:13].[N:43]1[CH:48]=[C:47](B(O)O)[CH:46]=[N:45][CH:44]=1.C(=O)([O-])[O-].[Cs+].[Cs+].COCCOC.O, predict the reaction product. The product is: [Cl:41][C:37]1[C:36]([F:42])=[C:35]([N:33]2[CH:34]=[C:30]([C:28]([N:6]3[CH2:5][CH2:4][C:3]4[C:8](=[CH:9][CH:10]=[CH:11][C:2]=4[C:47]4[CH:48]=[N:43][CH:44]=[N:45][CH:46]=4)[CH:7]3[C:12]([NH:14][C:15]3[CH:27]=[CH:26][C:18]([C:19]([OH:21])=[O:20])=[CH:17][CH:16]=3)=[O:13])=[O:29])[N:31]=[N:32]2)[CH:40]=[CH:39][CH:38]=1. (4) The product is: [CH2:29]([CH:28]([N:23]1[C:21]2[N:22]=[C:17]([NH:16][C:13]3[CH:12]=[CH:11][C:10]([N:7]4[CH2:8][CH2:9][N:4]([C:1](=[O:3])[CH3:2])[CH2:5][CH2:6]4)=[CH:15][CH:14]=3)[N:18]=[CH:19][C:20]=2[CH:25]=[C:24]1[CH2:26][OH:27])[CH2:31][CH3:32])[CH3:30]. Given the reactants [C:1]([N:4]1[CH2:9][CH2:8][N:7]([C:10]2[CH:15]=[CH:14][C:13]([NH:16][C:17]3[N:18]=[CH:19][C:20]4[CH:25]=[C:24]([CH:26]=[O:27])[N:23]([CH:28]([CH2:31][CH3:32])[CH2:29][CH3:30])[C:21]=4[N:22]=3)=[CH:12][CH:11]=2)[CH2:6][CH2:5]1)(=[O:3])[CH3:2].[BH4-].[Na+], predict the reaction product. (5) Given the reactants [F:1][C:2]1[CH:3]=[C:4](OS(C(F)(F)F)(=O)=O)[CH:5]=[CH:6][C:7]=1[N+:8]([O-:10])=[O:9].[CH:19]1(B(O)O)[CH2:21][CH2:20]1.C(=O)([O-])[O-].[Cs+].[Cs+], predict the reaction product. The product is: [CH:19]1([C:4]2[CH:5]=[CH:6][C:7]([N+:8]([O-:10])=[O:9])=[C:2]([F:1])[CH:3]=2)[CH2:21][CH2:20]1. (6) Given the reactants C(N(C(C)C)CC)(C)C.[CH3:10][O:11][CH2:12]Cl.[C:14]([O:18][C:19]([N:21]1[CH2:26][C:25](=[O:27])[N:24]([C:28]2[CH:33]=[CH:32][CH:31]=[CH:30][C:29]=2[OH:34])[CH2:23][C:22]1([CH3:36])[CH3:35])=[O:20])([CH3:17])([CH3:16])[CH3:15].O, predict the reaction product. The product is: [C:14]([O:18][C:19]([N:21]1[CH2:26][C:25](=[O:27])[N:24]([C:28]2[CH:33]=[CH:32][CH:31]=[CH:30][C:29]=2[O:34][CH2:10][O:11][CH3:12])[CH2:23][C:22]1([CH3:36])[CH3:35])=[O:20])([CH3:17])([CH3:15])[CH3:16]. (7) Given the reactants [SH:1][C:2]1[N:6]2[CH:7]=[C:8]([C:11]#[N:12])[CH:9]=[CH:10][C:5]2=[N:4][N:3]=1.[C:13]([NH:16][NH2:17])(=O)[CH3:14].CC([O-])(C)C.[Na+], predict the reaction product. The product is: [CH3:14][C:13]1[NH:16][N:17]=[C:11]([C:8]2[CH:9]=[CH:10][C:5]3[N:6]([C:2]([SH:1])=[N:3][N:4]=3)[CH:7]=2)[N:12]=1.